Regression. Given a peptide amino acid sequence and an MHC pseudo amino acid sequence, predict their binding affinity value. This is MHC class I binding data. From a dataset of Peptide-MHC class I binding affinity with 185,985 pairs from IEDB/IMGT. (1) The peptide sequence is AVTAALHRK. The MHC is HLA-B07:02 with pseudo-sequence HLA-B07:02. The binding affinity (normalized) is 0.0847. (2) The peptide sequence is IPVSTNGKI. The MHC is HLA-B07:02 with pseudo-sequence HLA-B07:02. The binding affinity (normalized) is 0.385. (3) The peptide sequence is AVYLLDGLR. The MHC is HLA-B40:01 with pseudo-sequence HLA-B40:01. The binding affinity (normalized) is 0.0847. (4) The peptide sequence is AVFKDSFLR. The MHC is HLA-A68:01 with pseudo-sequence HLA-A68:01. The binding affinity (normalized) is 1.00. (5) The peptide sequence is ILMDSIFVST. The MHC is HLA-A33:01 with pseudo-sequence HLA-A33:01. The binding affinity (normalized) is 0.0680. (6) The peptide sequence is NNSWKFNSE. The MHC is HLA-B08:01 with pseudo-sequence HLA-B08:01. The binding affinity (normalized) is 0.551. (7) The peptide sequence is LVKMINHLK. The MHC is HLA-A02:02 with pseudo-sequence HLA-A02:02. The binding affinity (normalized) is 0. (8) The peptide sequence is IPQSLDEWWTSL. The binding affinity (normalized) is 0.946. The MHC is H-2-Ld with pseudo-sequence H-2-Ld. (9) The peptide sequence is YTVKKPNL. The MHC is H-2-Kb with pseudo-sequence H-2-Kb. The binding affinity (normalized) is 0.253. (10) The peptide sequence is DPSERVFKKI. The binding affinity (normalized) is 0. The MHC is HLA-B35:01 with pseudo-sequence HLA-B35:01.